Task: Predict the reaction yield, written as a fraction of the theoretical maximum amount of product (1.0 means a 100% yield; for example, 0.34 means a 34% yield).. Dataset: Reaction yield outcomes from USPTO patents with 853,638 reactions The reactants are Cl[C:2]1[CH:10]=[CH:9][C:5]([C:6]([OH:8])=[O:7])=[CH:4][N:3]=1.CC1(C)C(C)(C)OB([C:19]2[CH2:24][CH2:23][N:22]([C:25]([O:27][C:28]([CH3:31])([CH3:30])[CH3:29])=[O:26])[CH2:21][CH:20]=2)O1.C(=O)([O-])[O-].[K+].[K+]. The catalyst is CN(C=O)C.[Pd].C1(P(C2C=CC=CC=2)C2C=CC=CC=2)C=CC=CC=1.C1(P(C2C=CC=CC=2)C2C=CC=CC=2)C=CC=CC=1.C1(P(C2C=CC=CC=2)C2C=CC=CC=2)C=CC=CC=1.C1(P(C2C=CC=CC=2)C2C=CC=CC=2)C=CC=CC=1. The product is [C:28]([O:27][C:25]([N:22]1[CH2:21][CH:20]=[C:19]([C:2]2[CH:10]=[CH:9][C:5]([C:6]([OH:8])=[O:7])=[CH:4][N:3]=2)[CH2:24][CH2:23]1)=[O:26])([CH3:31])([CH3:29])[CH3:30]. The yield is 0.413.